Dataset: Forward reaction prediction with 1.9M reactions from USPTO patents (1976-2016). Task: Predict the product of the given reaction. (1) Given the reactants [F:1][C:2]1[CH:3]=[C:4]([CH2:19][OH:20])[CH:5]=[CH:6][C:7]=1[O:8][C:9]1[CH:14]=[CH:13][C:12]([C:15]([F:18])([F:17])[F:16])=[CH:11][CH:10]=1.Cl[C:22]1[CH:33]=[C:26]2[N:27]([CH3:32])[C@H:28]([CH3:31])[CH2:29][CH2:30][N:25]2[C:24](=[O:34])[N:23]=1, predict the reaction product. The product is: [F:1][C:2]1[CH:3]=[C:4]([CH:5]=[CH:6][C:7]=1[O:8][C:9]1[CH:10]=[CH:11][C:12]([C:15]([F:17])([F:18])[F:16])=[CH:13][CH:14]=1)[CH2:19][O:20][C:22]1[CH:33]=[C:26]2[N:27]([CH3:32])[C@H:28]([CH3:31])[CH2:29][CH2:30][N:25]2[C:24](=[O:34])[N:23]=1. (2) Given the reactants [CH2:1]([C@H:3]1[C@@H:7]([C:8]2[N:12]3[C:13]4[CH:19]=[CH:18][N:17]([S:20]([C:23]5[CH:29]=[CH:28][C:26]([CH3:27])=[CH:25][CH:24]=5)(=[O:22])=[O:21])[C:14]=4[N:15]=[CH:16][C:11]3=[N:10][N:9]=2)[CH2:6][C@H:5]([OH:30])[CH2:4]1)[CH3:2].[C:31](Cl)(=[O:42])[O:32][C:33]1[CH:38]=[CH:37][C:36]([N+:39]([O-:41])=[O:40])=[CH:35][CH:34]=1, predict the reaction product. The product is: [C:31](=[O:42])([O:32][C:33]1[CH:34]=[CH:35][C:36]([N+:39]([O-:41])=[O:40])=[CH:37][CH:38]=1)[O:30][CH:5]1[CH2:6][CH:7]([C:8]2[N:12]3[C:13]4[CH:19]=[CH:18][N:17]([S:20]([C:23]5[CH:24]=[CH:25][C:26]([CH3:27])=[CH:28][CH:29]=5)(=[O:22])=[O:21])[C:14]=4[N:15]=[CH:16][C:11]3=[N:10][N:9]=2)[CH:3]([CH2:1][CH3:2])[CH2:4]1. (3) Given the reactants [Si]([O:8][C@H:9]([C:23]1[CH:32]=[CH:31][C:30]([OH:33])=[C:29]2[C:24]=1[CH:25]=[CH:26][C:27](=[O:34])[NH:28]2)[CH2:10][NH:11][CH:12]1[CH2:17][CH2:16][N:15]([CH2:18][CH2:19][C:20](O)=[O:21])[CH2:14][CH2:13]1)(C(C)(C)C)(C)C.CN(C(ON1N=NC2C=CC=NC1=2)=[N+](C)C)C.F[P-](F)(F)(F)(F)F.C(N(CC)CC)C.[Cl:66][C:67]1[CH:68]=[C:69]([CH2:73][NH2:74])[CH:70]=[CH:71][CH:72]=1, predict the reaction product. The product is: [Cl:66][C:67]1[CH:68]=[C:69]([CH:70]=[CH:71][CH:72]=1)[CH2:73][NH:74][C:20](=[O:21])[CH2:19][CH2:18][N:15]1[CH2:16][CH2:17][CH:12]([NH:11][CH2:10][C@H:9]([OH:8])[C:23]2[CH:32]=[CH:31][C:30]([OH:33])=[C:29]3[C:24]=2[CH:25]=[CH:26][C:27](=[O:34])[NH:28]3)[CH2:13][CH2:14]1. (4) Given the reactants [Cl:1][C:2]1[CH:3]=[C:4]([C:19]2[N:23]=[C:22]([C:24](OCC)=[O:25])[O:21][N:20]=2)[CH:5]=[C:6]([Cl:18])[C:7]=1[O:8][CH2:9][C:10]1[CH:15]=[CH:14][C:13]([O:16][CH3:17])=[CH:12][CH:11]=1.[OH:29][C:30]1[CH:37]=[CH:36][C:33]([CH2:34][NH2:35])=[CH:32][CH:31]=1, predict the reaction product. The product is: [Cl:18][C:6]1[CH:5]=[C:4]([C:19]2[N:23]=[C:22]([C:24]([NH:35][CH2:34][C:33]3[CH:36]=[CH:37][C:30]([OH:29])=[CH:31][CH:32]=3)=[O:25])[O:21][N:20]=2)[CH:3]=[C:2]([Cl:1])[C:7]=1[O:8][CH2:9][C:10]1[CH:11]=[CH:12][C:13]([O:16][CH3:17])=[CH:14][CH:15]=1.